From a dataset of Forward reaction prediction with 1.9M reactions from USPTO patents (1976-2016). Predict the product of the given reaction. (1) Given the reactants [CH3:1][O:2][C:3]1[CH:12]=[C:11]2[C:6]([N:7]=[CH:8][C:9](=[O:13])[NH:10]2)=[CH:5][CH:4]=1.CS(O[CH2:19][CH2:20][N:21]1[CH2:26][CH2:25][C@@H:24]([NH:27][C:28]([O:30][C:31]([CH3:34])([CH3:33])[CH3:32])=[O:29])[C@H:23]([O:35][CH3:36])[CH2:22]1)(=O)=O.[H-].[Na+], predict the reaction product. The product is: [CH3:36][O:35][C@H:23]1[C@H:24]([NH:27][C:28](=[O:29])[O:30][C:31]([CH3:32])([CH3:34])[CH3:33])[CH2:25][CH2:26][N:21]([CH2:20][CH2:19][N:10]2[C:11]3[C:6](=[CH:5][CH:4]=[C:3]([O:2][CH3:1])[CH:12]=3)[N:7]=[CH:8][C:9]2=[O:13])[CH2:22]1. (2) Given the reactants [N+:1]([C:4]1[CH:29]=[C:28]2[C:7]([CH2:8][C@:9]3([CH2:27]2)[C:17]2[C:12](=[N:13][CH:14]=[CH:15][CH:16]=2)[N:11](COCC[Si](C)(C)C)[C:10]3=[O:26])=[CH:6][C:5]=1[CH2:30][C:31]([O:33]C(C)(C)C)=[O:32])([O-:3])=[O:2].Cl.[OH-].[Na+].C(N)CN, predict the reaction product. The product is: [N+:1]([C:4]1[CH:29]=[C:28]2[C:7]([CH2:8][C@:9]3([CH2:27]2)[C:17]2[C:12](=[N:13][CH:14]=[CH:15][CH:16]=2)[NH:11][C:10]3=[O:26])=[CH:6][C:5]=1[CH2:30][C:31]([OH:33])=[O:32])([O-:3])=[O:2].